From a dataset of Reaction yield outcomes from USPTO patents with 853,638 reactions. Predict the reaction yield, written as a fraction of the theoretical maximum amount of product (1.0 means a 100% yield; for example, 0.34 means a 34% yield). (1) The reactants are [CH:1]([C:4]1[S:5][CH:6]=[C:7]([C:9](OCC)=[O:10])[N:8]=1)([CH3:3])[CH3:2].[H-].C([Al+]CC(C)C)C(C)C.C(O)(=O)C.C(C(C(C([O-])=O)O)O)([O-])=O.[K+].[Na+]. The catalyst is ClCCl. The product is [CH:1]([C:4]1[S:5][CH:6]=[C:7]([CH2:9][OH:10])[N:8]=1)([CH3:3])[CH3:2]. The yield is 0.270. (2) The yield is 0.670. The reactants are [CH3:1][N:2]([CH3:23])[C:3]([C:5]1[CH:6]=[C:7]([O:15][CH2:16][C:17]2[CH:22]=[CH:21][CH:20]=[CH:19][CH:18]=2)[C:8]2[N:12]=[C:11]([CH3:13])[NH:10][C:9]=2[CH:14]=1)=[O:4].[C:24]([O:28][C:29](O[C:29]([O:28][C:24]([CH3:27])([CH3:26])[CH3:25])=[O:30])=[O:30])([CH3:27])([CH3:26])[CH3:25]. The product is [CH3:23][N:2]([CH3:1])[C:3]([C:5]1[CH:6]=[C:7]([O:15][CH2:16][C:17]2[CH:22]=[CH:21][CH:20]=[CH:19][CH:18]=2)[C:8]2[N:12]=[C:11]([CH3:13])[N:10]([C:29]([O:28][C:24]([CH3:27])([CH3:26])[CH3:25])=[O:30])[C:9]=2[CH:14]=1)=[O:4]. No catalyst specified. (3) The reactants are [C:1]([C:3]1[CH:8]=[CH:7][CH:6]=[CH:5][C:4]=1[C:9]1[CH:14]=[CH:13][C:12]([CH2:15][CH:16]([C:22](=O)[CH2:23][CH2:24][CH3:25])[C:17](OCC)=[O:18])=[CH:11][CH:10]=1)#[N:2].[CH3:27][C:28]1[NH:29][C:30]([NH:33][CH:34]2[CH2:39][CH2:38][CH:37]([CH3:40])[O:36][CH2:35]2)=[N:31][N:32]=1. No catalyst specified. The product is [CH3:27][C:28]1[N:29]=[C:30]2[N:33]([CH:34]3[CH2:39][CH2:38][CH:37]([CH3:40])[O:36][CH2:35]3)[C:17](=[O:18])[C:16]([CH2:15][C:12]3[CH:13]=[CH:14][C:9]([C:4]4[C:3]([C:1]#[N:2])=[CH:8][CH:7]=[CH:6][CH:5]=4)=[CH:10][CH:11]=3)=[C:22]([CH2:23][CH2:24][CH3:25])[N:31]2[N:32]=1. The yield is 0.300. (4) The reactants are C(OC([N:8]1[CH2:14][CH2:13][C:12]2[C:15]([CH2:20][S:21][C:22]3[NH:23][C:24]([CH3:27])=[N:25][CH:26]=3)=[C:16]([Cl:19])[CH:17]=[CH:18][C:11]=2[CH2:10][CH2:9]1)=O)(C)(C)C. The catalyst is CO. The product is [Cl:19][C:16]1[CH:17]=[CH:18][C:11]2[CH2:10][CH2:9][NH:8][CH2:14][CH2:13][C:12]=2[C:15]=1[CH2:20][S:21][C:22]1[NH:23][C:24]([CH3:27])=[N:25][CH:26]=1. The yield is 1.00. (5) The reactants are [Cl:1][C:2]1[N:6]2[CH:7]=[C:8]([C:15]([CH3:18])=[CH:16][CH3:17])[CH:9]=[C:10]([C:11]([F:14])([F:13])[F:12])[C:5]2=[N:4][C:3]=1[C:19]([O:21][CH3:22])=[O:20]. The catalyst is C(O)C.O1CCCC1.[Pt]. The product is [Cl:1][C:2]1[N:6]2[CH:7]=[C:8]([CH:15]([CH3:18])[CH2:16][CH3:17])[CH:9]=[C:10]([C:11]([F:13])([F:12])[F:14])[C:5]2=[N:4][C:3]=1[C:19]([O:21][CH3:22])=[O:20]. The yield is 0.690. (6) The reactants are [OH:1][C:2]1[CH:3]=[C:4]([CH2:8][C:9]([OH:11])=O)[CH:5]=[CH:6][CH:7]=1.O.ON1C2C=CC=CC=2N=N1.Cl.CN(C)CCCN=C=NCC.[Cl:35][C:36]1[CH:37]=[C:38]([CH:40]=[CH:41][C:42]=1[Cl:43])[NH2:39]. The catalyst is CN(C=O)C. The product is [Cl:35][C:36]1[CH:37]=[C:38]([NH:39][C:9](=[O:11])[CH2:8][C:4]2[CH:5]=[CH:6][CH:7]=[C:2]([OH:1])[CH:3]=2)[CH:40]=[CH:41][C:42]=1[Cl:43]. The yield is 0.620. (7) The reactants are C[O:2][CH2:3][C@@:4]([CH3:10])([CH:8]=[CH2:9])[C:5]([OH:7])=[O:6].B(Br)(Br)Br.[CH3:15]O. The catalyst is ClCCl. The product is [CH3:15][O:7][C:5](=[O:6])[C@:4]([CH2:3][OH:2])([CH3:10])[CH:8]=[CH2:9]. The yield is 0.900.